From a dataset of Peptide-MHC class I binding affinity with 185,985 pairs from IEDB/IMGT. Regression. Given a peptide amino acid sequence and an MHC pseudo amino acid sequence, predict their binding affinity value. This is MHC class I binding data. (1) The binding affinity (normalized) is 0.0847. The MHC is HLA-A24:03 with pseudo-sequence HLA-A24:03. The peptide sequence is MACHRVLTY. (2) The peptide sequence is LPAIVREAIK. The MHC is HLA-B53:01 with pseudo-sequence HLA-B53:01. The binding affinity (normalized) is 0.220. (3) The peptide sequence is SKGETVNPL. The MHC is HLA-A26:01 with pseudo-sequence HLA-A26:01. The binding affinity (normalized) is 0.0847. (4) The peptide sequence is DIKDTKEAL. The MHC is HLA-A68:02 with pseudo-sequence HLA-A68:02. The binding affinity (normalized) is 0.312. (5) The peptide sequence is QVDQGIEYY. The MHC is HLA-A01:01 with pseudo-sequence HLA-A01:01. The binding affinity (normalized) is 0.558.